This data is from Forward reaction prediction with 1.9M reactions from USPTO patents (1976-2016). The task is: Predict the product of the given reaction. (1) The product is: [O:8]=[C:3]1[C:2]([NH:1][CH:12]=[C:13]([C:14]([O:16][CH2:17][CH3:18])=[O:15])[C:19]([O:21][CH2:22][CH3:23])=[O:20])=[CH:7][CH:6]=[CH:5][NH:4]1. Given the reactants [NH2:1][C:2]1[C:3](=[O:8])[NH:4][CH:5]=[CH:6][CH:7]=1.C(O[CH:12]=[C:13]([C:19]([O:21][CH2:22][CH3:23])=[O:20])[C:14]([O:16][CH2:17][CH3:18])=[O:15])C.CCOCC, predict the reaction product. (2) Given the reactants [O:1]1[CH2:6][CH2:5][N:4]([C:7]2[CH:13]=[CH:12][C:10]([NH2:11])=[CH:9][CH:8]=2)[CH2:3][CH2:2]1.[NH:14]1[C:18]2[CH:19]=[CH:20][CH:21]=[CH:22][C:17]=2[N:16]=[C:15]1[C:23]1[CH:31]=[CH:30][C:26]([C:27]([O-])=[O:28])=[CH:25][CH:24]=1, predict the reaction product. The product is: [NH:14]1[C:18]2[CH:19]=[CH:20][CH:21]=[CH:22][C:17]=2[N:16]=[C:15]1[C:23]1[CH:31]=[CH:30][C:26]([C:27]([NH:11][C:10]2[CH:12]=[CH:13][C:7]([N:4]3[CH2:3][CH2:2][O:1][CH2:6][CH2:5]3)=[CH:8][CH:9]=2)=[O:28])=[CH:25][CH:24]=1. (3) Given the reactants [Br:1][C:2]1[CH:3]=[C:4]([CH:8]=O)[CH:5]=[N:6][CH:7]=1.C(O)(=O)[CH2:11][C:12]([OH:14])=[O:13].N1CCCCC1, predict the reaction product. The product is: [Br:1][C:2]1[CH:3]=[C:4]([CH:8]=[CH:11][C:12]([OH:14])=[O:13])[CH:5]=[N:6][CH:7]=1. (4) Given the reactants [CH2:1]([N:3]1[C:7]2[N:8]=[N:9][CH:10]=[C:11]([C:12]3[CH:17]=[CH:16][C:15]([F:18])=[C:14](B4OC(C)(C)C(C)(C)O4)[CH:13]=3)[C:6]=2[N:5]=[CH:4]1)[CH3:2].Br[C:29]1[CH:30]=[CH:31][C:32]2[S:36](=[O:38])(=[O:37])[N:35]([CH3:39])[CH2:34][C:33]=2[CH:40]=1.C(=O)([O-])[O-].[Cs+].[Cs+], predict the reaction product. The product is: [CH2:1]([N:3]1[C:7]2[N:8]=[N:9][CH:10]=[C:11]([C:12]3[CH:17]=[CH:16][C:15]([F:18])=[C:14]([C:29]4[CH:30]=[CH:31][C:32]5[S:36](=[O:37])(=[O:38])[N:35]([CH3:39])[CH2:34][C:33]=5[CH:40]=4)[CH:13]=3)[C:6]=2[N:5]=[CH:4]1)[CH3:2].